From a dataset of Full USPTO retrosynthesis dataset with 1.9M reactions from patents (1976-2016). Predict the reactants needed to synthesize the given product. The reactants are: Cl[C:2]1[CH:7]=[C:6]([O:8][CH2:9][C:10]2[CH:15]=[CH:14][CH:13]=[CH:12][N:11]=2)[N:5]=[C:4]2[CH2:16][CH2:17][CH2:18][C:3]=12.[F:19][C:20]1[C:25](B(O)O)=[CH:24][CH:23]=[CH:22][N:21]=1.CC(C1C=C(C(C)C)C(C2C=CC=CC=2P(C2CCCCC2)C2CCCCC2)=C(C(C)C)C=1)C.[K].P([O-])([O-])([O-])=O. Given the product [F:19][C:20]1[C:25]([C:2]2[CH:7]=[C:6]([O:8][CH2:9][C:10]3[CH:15]=[CH:14][CH:13]=[CH:12][N:11]=3)[N:5]=[C:4]3[CH2:16][CH2:17][CH2:18][C:3]=23)=[CH:24][CH:23]=[CH:22][N:21]=1, predict the reactants needed to synthesize it.